From a dataset of Forward reaction prediction with 1.9M reactions from USPTO patents (1976-2016). Predict the product of the given reaction. (1) Given the reactants [H-].[Na+].[C:3]([O:7][C:8]([N:10]1[CH2:13][CH:12]([C:14]2[CH:19]=[C:18]([CH2:20][CH3:21])[C:17]([NH:22][C:23]3[N:28]=[CH:27][C:26]4[N:29]=[CH:30][N:31]([CH3:32])[C:25]=4[CH:24]=3)=[CH:16][N:15]=2)[CH2:11]1)=[O:9])([CH3:6])([CH3:5])[CH3:4].I[CH3:34], predict the reaction product. The product is: [C:3]([O:7][C:8]([N:10]1[CH2:11][CH:12]([C:14]2[CH:19]=[C:18]([CH2:20][CH3:21])[C:17]([N:22]([CH3:34])[C:23]3[N:28]=[CH:27][C:26]4[N:29]=[CH:30][N:31]([CH3:32])[C:25]=4[CH:24]=3)=[CH:16][N:15]=2)[CH2:13]1)=[O:9])([CH3:6])([CH3:4])[CH3:5]. (2) The product is: [OH:96][CH2:97][C:52]1([OH:88])[C:53]2=[N:54][C:55]([C:75]3[S:79][C:78]([C:80]4[CH:81]=[N:82][CH:83]=[CH:84][CH:85]=4)=[N:77][C:76]=3[CH3:86])=[CH:56][CH:47]=[C:48]2[O:57][CH2:50][CH2:51]1. Given the reactants CC[C@H]1[C@H]2C[C@H]([C@H](OC3C4C(=CC=CC=4)C(O[C@H]([C:47]4[CH:56]=[CH:55][N:54]=[C:53]5[C:48]=4C=[C:50]([O:57]C)[CH:51]=[CH:52]5)[C@@H]4N5C[C@H](CC)[C@@H](CC5)C4)=NN=3)[C:47]3[CH:56]=[CH:55][N:54]=[C:53]4[C:48]=3C=[C:50]([O:57]C)[CH:51]=[CH:52]4)N(CC2)C1.CS(N)(=O)=O.C=C1C2=NC([C:75]3[S:79][C:78]([C:80]4[CH:81]=[N:82][CH:83]=[CH:84][CH:85]=4)=[N:77][C:76]=3[CH3:86])=CC=C2OCC1.S([O-])([O-])=[O:88].[Na+].[Na+].C1[CH2:97][O:96]CC1, predict the reaction product. (3) Given the reactants [NH:1]1[CH2:6][CH2:5][CH2:4][CH2:3][CH:2]1[C:7]([OH:9])=[O:8].[C:10](O[C:10]([O:12][C:13]([CH3:16])([CH3:15])[CH3:14])=[O:11])([O:12][C:13]([CH3:16])([CH3:15])[CH3:14])=[O:11].C(N(CC)CC)C.C(Cl)(Cl)Cl.CO.CC(O)=O, predict the reaction product. The product is: [C:13]([O:12][C:10]([N:1]1[CH2:6][CH2:5][CH2:4][CH2:3][CH:2]1[C:7]([OH:9])=[O:8])=[O:11])([CH3:16])([CH3:15])[CH3:14]. (4) Given the reactants [CH3:1][O:2][C:3]1[CH:4]=[C:5]2[C:9](=[CH:10][CH:11]=1)[NH:8][C:7]([C:12]1[CH:17]=[CH:16][CH:15]=[CH:14][CH:13]=1)=[CH:6]2.[H-].[Na+].Br[CH2:21][C:22]1[CH:23]=[CH:24][C:25]([F:32])=[C:26]([CH:31]=1)[C:27]([O:29][CH3:30])=[O:28].[Cl-].[NH4+], predict the reaction product. The product is: [F:32][C:25]1[CH:24]=[CH:23][C:22]([CH2:21][N:8]2[C:9]3[C:5](=[CH:4][C:3]([O:2][CH3:1])=[CH:11][CH:10]=3)[CH:6]=[C:7]2[C:12]2[CH:13]=[CH:14][CH:15]=[CH:16][CH:17]=2)=[CH:31][C:26]=1[C:27]([O:29][CH3:30])=[O:28]. (5) The product is: [O:1]=[C:2]1[CH:7]=[N:6][C:5]2[S:8][C:9]([C:11]([O:13][CH3:14])=[O:12])=[CH:10][C:4]=2[NH:3]1. Given the reactants [O:1]=[C:2]1[CH2:7][NH:6][C:5]2[S:8][C:9]([C:11]([O:13][CH3:14])=[O:12])=[CH:10][C:4]=2[NH:3]1, predict the reaction product. (6) Given the reactants C[O:2][C:3](=[O:29])[C:4]1[CH:9]=[CH:8][C:7]([CH2:10][C:11]2[C:20](=[O:21])[C:19]3[C:14](=[CH:15][C:16]([Cl:22])=[CH:17][CH:18]=3)[N:13]([C:23]3[CH:28]=[CH:27][CH:26]=[CH:25][N:24]=3)[CH:12]=2)=[CH:6][CH:5]=1.O.[OH-].[Li+], predict the reaction product. The product is: [Cl:22][C:16]1[CH:15]=[C:14]2[C:19]([C:20](=[O:21])[C:11]([CH2:10][C:7]3[CH:6]=[CH:5][C:4]([C:3]([OH:29])=[O:2])=[CH:9][CH:8]=3)=[CH:12][N:13]2[C:23]2[CH:28]=[CH:27][CH:26]=[CH:25][N:24]=2)=[CH:18][CH:17]=1.